From a dataset of Full USPTO retrosynthesis dataset with 1.9M reactions from patents (1976-2016). Predict the reactants needed to synthesize the given product. (1) The reactants are: CS(C)=O.[C:5](Cl)(=[O:9])[C:6](Cl)=[O:7].C(NCCCO)(O[CH2:14][C:15]1[CH:20]=[CH:19][CH:18]=[CH:17][CH:16]=1)=O.P([O-])(O)(O)=[O:27].[K+].[CH2:32]([N:34]([CH2:37]C)CC)C. Given the product [C:32](=[N:34][CH2:37][CH:5]([O:9][CH2:14][C:15]1[CH:20]=[CH:19][CH:18]=[CH:17][CH:16]=1)[CH:6]=[O:7])=[O:27], predict the reactants needed to synthesize it. (2) Given the product [C:1]12([NH:11][CH2:21][C:20]3[CH:23]=[CH:24][C:17]([C:13]4[O:12][CH:16]=[CH:15][CH:14]=4)=[CH:18][C:19]=3[OH:25])[CH2:8][CH:7]3[CH2:6][CH:5]([CH2:4][CH:3]([CH2:9]3)[CH2:2]1)[CH2:10]2, predict the reactants needed to synthesize it. The reactants are: [C:1]12([NH2:11])[CH2:10][CH:5]3[CH2:6][CH:7]([CH2:9][CH:3]([CH2:4]3)[CH2:2]1)[CH2:8]2.[O:12]1[CH:16]=[CH:15][CH:14]=[C:13]1[C:17]1[CH:24]=[CH:23][C:20]([CH:21]=O)=[C:19]([OH:25])[CH:18]=1. (3) Given the product [NH2:23][C:18]1[CH:17]=[C:16]([O:15][C:6]2[C:5]3[C:10](=[CH:11][C:12]([O:13][CH3:14])=[C:3]([O:2][CH3:1])[CH:4]=3)[N:9]=[CH:8][N:7]=2)[CH:21]=[CH:20][C:19]=1[OH:22], predict the reactants needed to synthesize it. The reactants are: [CH3:1][O:2][C:3]1[CH:4]=[C:5]2[C:10](=[CH:11][C:12]=1[O:13][CH3:14])[N:9]=[CH:8][N:7]=[C:6]2[O:15][C:16]1[CH:21]=[CH:20][C:19]([OH:22])=[C:18]([N+:23]([O-])=O)[CH:17]=1.O. (4) Given the product [O:20]1[C:24]2[CH:25]=[CH:26][C:27]([C:29]3[NH:1][C:2]4[N:6]([N:5]=[CH:4][C:3]=4[C:7]#[N:8])[C:31](=[O:32])[CH:30]=3)=[CH:28][C:23]=2[O:22][CH2:21]1, predict the reactants needed to synthesize it. The reactants are: [NH2:1][C:2]1[NH:6][N:5]=[CH:4][C:3]=1[C:7]#[N:8].CC1C=CC(S(O)(=O)=O)=CC=1.[O:20]1[C:24]2[CH:25]=[CH:26][C:27]([C:29](=O)[CH2:30][C:31](OCC)=[O:32])=[CH:28][C:23]=2[O:22][CH2:21]1. (5) Given the product [Cl-:36].[Cl:37][C:31]1[CH:32]=[C:33]([CH:34]=[C:29]([CH2:28][OH:27])[CH:30]=1)[CH2:35][P+:7]([C:1]1[CH:2]=[CH:3][CH:4]=[CH:5][CH:6]=1)([C:8]1[CH:13]=[CH:12][CH:11]=[CH:10][CH:9]=1)[C:14]1[CH:15]=[CH:16][CH:17]=[CH:18][CH:19]=1, predict the reactants needed to synthesize it. The reactants are: [C:1]1([P:7]([C:14]2[CH:19]=[CH:18][CH:17]=[CH:16][CH:15]=2)[C:8]2[CH:13]=[CH:12][CH:11]=[CH:10][CH:9]=2)[CH:6]=[CH:5][CH:4]=[CH:3][CH:2]=1.C([Si]([O:27][CH2:28][C:29]1[CH:34]=[C:33]([CH2:35][Cl:36])[CH:32]=[C:31]([Cl:37])[CH:30]=1)(C)C)(C)(C)C. (6) Given the product [C:35]1([C:9]2([C:3]3[CH:4]=[CH:5][CH:6]=[CH:7][CH:8]=3)[O:13][C:12]3[CH:14]=[CH:15][C:16]([CH:18]([OH:34])[CH:19]([N:21]4[CH2:22][CH2:23][C:24]([OH:33])([C:27]5[CH:28]=[CH:29][CH:30]=[CH:31][CH:32]=5)[CH2:25][CH2:26]4)[CH3:20])=[CH:17][C:11]=3[O:10]2)[CH:36]=[CH:37][CH:38]=[CH:39][CH:40]=1, predict the reactants needed to synthesize it. The reactants are: [BH4-].[Na+].[C:3]1([C:9]2([C:35]3[CH:40]=[CH:39][CH:38]=[CH:37][CH:36]=3)[O:13][C:12]3[CH:14]=[CH:15][C:16]([C:18](=[O:34])[CH:19]([N:21]4[CH2:26][CH2:25][C:24]([OH:33])([C:27]5[CH:32]=[CH:31][CH:30]=[CH:29][CH:28]=5)[CH2:23][CH2:22]4)[CH3:20])=[CH:17][C:11]=3[O:10]2)[CH:8]=[CH:7][CH:6]=[CH:5][CH:4]=1.